This data is from Full USPTO retrosynthesis dataset with 1.9M reactions from patents (1976-2016). The task is: Predict the reactants needed to synthesize the given product. (1) Given the product [CH3:29][C:24]1([CH3:30])[C:25]([CH3:28])([CH3:27])[O:26][B:22]([C:2]2[CH:7]=[CH:6][C:5]([S:8][C:9]3[N:13]([CH2:14][O:15][CH2:16][CH2:17][Si:18]([CH3:21])([CH3:20])[CH3:19])[N:12]=[N:11][CH:10]=3)=[CH:4][CH:3]=2)[O:23]1, predict the reactants needed to synthesize it. The reactants are: Br[C:2]1[CH:7]=[CH:6][C:5]([S:8][C:9]2[N:13]([CH2:14][O:15][CH2:16][CH2:17][Si:18]([CH3:21])([CH3:20])[CH3:19])[N:12]=[N:11][CH:10]=2)=[CH:4][CH:3]=1.[B:22]1([B:22]2[O:26][C:25]([CH3:28])([CH3:27])[C:24]([CH3:30])([CH3:29])[O:23]2)[O:26][C:25]([CH3:28])([CH3:27])[C:24]([CH3:30])([CH3:29])[O:23]1.CC([O-])=O.[K+]. (2) Given the product [CH3:11][O:12][C:13]1[CH:18]=[CH:17][C:16]([C@@H:19]([N:21]2[C:28](=[O:37])[CH:29]=[C:30]([C:31]3[CH:36]=[CH:35][CH:34]=[CH:33][CH:32]=3)[CH:22]2[C:23]([O:25][CH2:26][CH3:27])=[O:24])[CH3:20])=[CH:15][CH:14]=1, predict the reactants needed to synthesize it. The reactants are: [Li]N([Si](C)(C)C)[Si](C)(C)C.[CH3:11][O:12][C:13]1[CH:18]=[CH:17][C:16]([C@@H:19]([N:21]([C:28](=[O:37])[C:29]#[C:30][C:31]2[CH:36]=[CH:35][CH:34]=[CH:33][CH:32]=2)[CH2:22][C:23]([O:25][CH2:26][CH3:27])=[O:24])[CH3:20])=[CH:15][CH:14]=1.Cl. (3) Given the product [Cl:41][C:42]1[CH:43]=[C:44]([C:45]2[O:21][N:22]=[C:23]([C:24]3[CH:32]=[CH:31][CH:30]=[C:29]4[C:25]=3[CH:26]=[N:27][N:28]4[CH2:33][CH2:34][C:35]([O:37][CH2:38][CH3:39])=[O:36])[N:40]=2)[CH:48]=[CH:49][C:50]=1[O:51][CH:52]([CH3:53])[CH3:54], predict the reactants needed to synthesize it. The reactants are: ONC(=N)C1C2C(C=CC=1)=NN(CCC(OCC)=O)C=2.[OH:21][NH:22][C:23](=[NH:40])[C:24]1[CH:32]=[CH:31][CH:30]=[C:29]2[C:25]=1[CH:26]=[N:27][N:28]2[CH2:33][CH2:34][C:35]([O:37][CH2:38][CH3:39])=[O:36].[Cl:41][C:42]1[CH:43]=[C:44]([CH:48]=[CH:49][C:50]=1[O:51][CH:52]([CH3:54])[CH3:53])[C:45](O)=O.C(Cl)CCl.C1C=CC2N(O)N=NC=2C=1. (4) Given the product [NH2:3][C:2]1[S:1][C:7]2[CH:8]=[C:9]([O:10][C:11]3[CH:12]=[C:13]([NH:18][C:19](=[O:32])[C:20]4[CH:25]=[CH:24][CH:23]=[C:22]([C:26]([C:29]#[N:30])([CH3:27])[CH3:28])[C:21]=4[Cl:31])[CH:14]=[CH:15][C:16]=3[F:17])[CH:33]=[CH:34][C:6]=2[N:5]=1, predict the reactants needed to synthesize it. The reactants are: [S-:1][C:2]#[N:3].[K+].[NH2:5][C:6]1[CH:34]=[CH:33][C:9]([O:10][C:11]2[CH:12]=[C:13]([NH:18][C:19](=[O:32])[C:20]3[CH:25]=[CH:24][CH:23]=[C:22]([C:26]([C:29]#[N:30])([CH3:28])[CH3:27])[C:21]=3[Cl:31])[CH:14]=[CH:15][C:16]=2[F:17])=[CH:8][CH:7]=1.BrBr. (5) Given the product [Br:8][C:5]1[CH:6]=[CH:7][C:2]2[NH:1][C:25](=[O:27])[O:10][CH:9]([C:11]3[CH:12]=[CH:13][CH:14]=[CH:15][CH:16]=3)[C:3]=2[CH:4]=1, predict the reactants needed to synthesize it. The reactants are: [NH2:1][C:2]1[CH:7]=[CH:6][C:5]([Br:8])=[CH:4][C:3]=1[CH:9]([C:11]1[CH:16]=[CH:15][CH:14]=[CH:13][CH:12]=1)[OH:10].C(N(CC)CC)C.Cl[C:25](Cl)([O:27]C(=O)OC(Cl)(Cl)Cl)Cl.O. (6) Given the product [Cl:1][C:2]1[C:11]2[CH2:10][CH2:9][CH:8]([CH2:12][O:13][CH3:14])[CH2:7][C:6]=2[N:5]=[CH:4][N:3]=1, predict the reactants needed to synthesize it. The reactants are: [Cl:1][C:2]1[C:11]2[CH2:10][CH2:9][CH:8]([CH2:12][OH:13])[CH2:7][C:6]=2[N:5]=[CH:4][N:3]=1.[C:14](=O)([O-])[O-].[K+].[K+].IC. (7) Given the product [F:11][C:8]1[CH:9]=[C:10]2[C:2]([B:39]3[O:40][C:41]([CH3:43])([CH3:42])[C:37]([CH3:53])([CH3:36])[O:38]3)=[N:3][N:4]([C:12]([C:25]3[CH:30]=[CH:29][CH:28]=[CH:27][CH:26]=3)([C:19]3[CH:24]=[CH:23][CH:22]=[CH:21][CH:20]=3)[C:13]3[CH:18]=[CH:17][CH:16]=[CH:15][CH:14]=3)[C:5]2=[N:6][CH:7]=1, predict the reactants needed to synthesize it. The reactants are: Br[C:2]1[C:10]2[C:5](=[N:6][CH:7]=[C:8]([F:11])[CH:9]=2)[N:4]([C:12]([C:25]2[CH:30]=[CH:29][CH:28]=[CH:27][CH:26]=2)([C:19]2[CH:24]=[CH:23][CH:22]=[CH:21][CH:20]=2)[C:13]2[CH:18]=[CH:17][CH:16]=[CH:15][CH:14]=2)[N:3]=1.CC([O-])=O.[K+].[CH3:36][C:37]1([CH3:53])[C:41]([CH3:43])([CH3:42])[O:40][B:39]([B:39]2[O:40][C:41]([CH3:43])([CH3:42])[C:37]([CH3:53])([CH3:36])[O:38]2)[O:38]1. (8) Given the product [CH3:28][S:25]([N:21]1[C:22]2[CH:23]=[CH:24][C:16]([NH:15][C:13]([CH:8]3[CH2:12][CH2:11][CH2:10][CH2:9]3)=[O:14])=[CH:17][C:18]=2[CH:19]2[CH2:32][NH:31][CH2:30][CH2:29][CH:20]12)(=[O:26])=[O:27], predict the reactants needed to synthesize it. The reactants are: C(O)(C(F)(F)F)=O.[CH:8]1([C:13]([NH:15][C:16]2[CH:24]=[CH:23][C:22]3[N:21]([S:25]([CH3:28])(=[O:27])=[O:26])[CH:20]4[CH2:29][CH2:30][N:31](C(OC(C)(C)C)=O)[CH2:32][CH:19]4[C:18]=3[CH:17]=2)=[O:14])[CH2:12][CH2:11][CH2:10][CH2:9]1. (9) Given the product [CH3:30][O:31][CH2:15][C:16]([C:18]1[C:27]2[C:22](=[N:23][CH:24]=[CH:25][CH:26]=2)[N:21]=[CH:20][CH:19]=1)=[O:17], predict the reactants needed to synthesize it. The reactants are: I(C1C=CC=CC=1)=O.B(F)(F)F.C[Si](C)(C)[O:15][C:16]([C:18]1[C:27]2[C:22](=[N:23][CH:24]=[CH:25][CH:26]=2)[N:21]=[CH:20][CH:19]=1)=[CH2:17].[CH3:30][OH:31]. (10) Given the product [CH3:5][C:4]1([CH3:11])[CH2:3][NH:2][CH2:1][C:10]2=[CH:9][S:8][CH:7]=[C:6]12, predict the reactants needed to synthesize it. The reactants are: [CH2:1]=[N:2][CH2:3][C:4]([CH3:11])([C:6]1[CH:10]=[CH:9][S:8][CH:7]=1)[CH3:5].Cl.[OH-].[Na+].